This data is from Forward reaction prediction with 1.9M reactions from USPTO patents (1976-2016). The task is: Predict the product of the given reaction. (1) Given the reactants C(Cl)(Cl)[Cl:2].[F:5][C:6]1[CH:7]=[C:8]([CH:32]=[CH:33][C:34]=1[CH3:35])[CH2:9][NH:10][CH:11]1[CH2:16][CH2:15][N:14]([CH2:17][CH2:18][N:19]2[C:28]3[C:23](=[CH:24][CH:25]=[C:26]([O:29][CH3:30])[CH:27]=3)[N:22]=[CH:21][C:20]2=[O:31])[CH2:13][CH2:12]1.Cl.C(OCC)(=O)C, predict the reaction product. The product is: [ClH:2].[F:5][C:6]1[CH:7]=[C:8]([CH:32]=[CH:33][C:34]=1[CH3:35])[CH2:9][NH:10][CH:11]1[CH2:16][CH2:15][N:14]([CH2:17][CH2:18][N:19]2[C:28]3[C:23](=[CH:24][CH:25]=[C:26]([O:29][CH3:30])[CH:27]=3)[N:22]=[CH:21][C:20]2=[O:31])[CH2:13][CH2:12]1. (2) Given the reactants FC(F)(F)C(O)=O.C(OC(=O)[NH:14][C:15]1[C:20]([Br:21])=[CH:19][N:18]2[CH:22]=[C:23]([C:25]3[CH:30]=[CH:29][CH:28]=[CH:27][CH:26]=3)[N:24]=[C:17]2[CH:16]=1)(C)(C)C, predict the reaction product. The product is: [Br:21][C:20]1[C:15]([NH2:14])=[CH:16][C:17]2[N:18]([CH:22]=[C:23]([C:25]3[CH:30]=[CH:29][CH:28]=[CH:27][CH:26]=3)[N:24]=2)[CH:19]=1. (3) Given the reactants [CH:1]([NH:14][C:15]1[CH:20]=[CH:19][C:18]([Cl:21])=[CH:17][C:16]=1[C:22]#[C:23][CH2:24][CH2:25][OH:26])([C:8]1[CH:13]=[CH:12][CH:11]=[CH:10][CH:9]=1)[C:2]1[CH:7]=[CH:6][CH:5]=[CH:4][CH:3]=1, predict the reaction product. The product is: [CH:1]([N:14]1[C:15]2[C:16](=[CH:17][C:18]([Cl:21])=[CH:19][CH:20]=2)[CH:22]=[C:23]1[CH2:24][CH2:25][OH:26])([C:8]1[CH:9]=[CH:10][CH:11]=[CH:12][CH:13]=1)[C:2]1[CH:7]=[CH:6][CH:5]=[CH:4][CH:3]=1. (4) The product is: [NH:24]1[C:23]([C:20]2[CH:21]=[C:22]3[C:17](=[CH:18][CH:19]=2)[NH:16][N:15]=[C:14]3[C:10]2[CH:9]=[C:8]([C:6]([NH:5][C:1]([CH3:4])([CH3:3])[CH3:2])=[O:7])[CH:13]=[CH:12][CH:11]=2)=[N:27][CH:26]=[N:25]1. Given the reactants [C:1]([NH:5][C:6]([C:8]1[CH:13]=[CH:12][CH:11]=[C:10]([C:14]2[C:22]3[C:17](=[CH:18][CH:19]=[C:20]([C:23]4[N:27]=[CH:26][N:25](C(C5C=CC=CC=5)(C5C=CC=CC=5)C5C=CC=CC=5)[N:24]=4)[CH:21]=3)[N:16](C3CCCCO3)[N:15]=2)[CH:9]=1)=[O:7])([CH3:4])([CH3:3])[CH3:2].Cl.C(=O)(O)[O-].[Na+], predict the reaction product. (5) Given the reactants [Na].CC1ON=CC=1.ClC1C=C(Cl)C=C(Cl)C=1NN.Cl.[Cl:20][C:21]1[CH:26]=[C:25]([Cl:27])[CH:24]=[C:23]([Cl:28])[C:22]=1[NH:29][N:30]=[C:31]([CH3:35])[CH2:32][C:33]#[N:34].C[O-].[Na+], predict the reaction product. The product is: [NH2:34][C:33]1[N:29]([C:22]2[C:21]([Cl:20])=[CH:26][C:25]([Cl:27])=[CH:24][C:23]=2[Cl:28])[N:30]=[C:31]([CH3:35])[CH:32]=1. (6) Given the reactants C1(P(C2C=CC=CC=2)C2C=CC=CC=2)C=CC=CC=1.O.[N:21]([CH2:24][C:25]1[CH:26]=[C:27]([CH2:31][C@@H:32]([NH:34][C:35]2[N:40]=[C:39]([N:41]([CH3:57])[C:42]3[N:47]4[N:48]=[CH:49][N:50]=[C:46]4[CH:45]=[C:44]([C:51]4[CH:56]=[CH:55][CH:54]=[CH:53][CH:52]=4)[N:43]=3)[CH:38]=[CH:37][N:36]=2)[CH3:33])[CH:28]=[CH:29][CH:30]=1)=[N+]=[N-], predict the reaction product. The product is: [NH2:21][CH2:24][C:25]1[CH:26]=[C:27]([CH2:31][C@@H:32]([NH:34][C:35]2[N:40]=[C:39]([N:41]([CH3:57])[C:42]3[N:47]4[N:48]=[CH:49][N:50]=[C:46]4[CH:45]=[C:44]([C:51]4[CH:52]=[CH:53][CH:54]=[CH:55][CH:56]=4)[N:43]=3)[CH:38]=[CH:37][N:36]=2)[CH3:33])[CH:28]=[CH:29][CH:30]=1. (7) Given the reactants [CH3:1][N:2]([CH3:31])[CH2:3][CH2:4][O:5][C:6]1[CH:11]=[CH:10][C:9]([N:12]2[CH:16]=[CH:15][N:14]([C:17]3[CH:22]=[CH:21][C:20]([O:23][C:24]4[CH:29]=[CH:28][CH:27]=[CH:26][CH:25]=4)=[CH:19][CH:18]=3)[C:13]2=[O:30])=[CH:8][CH:7]=1.[H][H], predict the reaction product. The product is: [CH3:1][N:2]([CH3:31])[CH2:3][CH2:4][O:5][C:6]1[CH:11]=[CH:10][C:9]([N:12]2[CH2:16][CH2:15][N:14]([C:17]3[CH:22]=[CH:21][C:20]([O:23][C:24]4[CH:25]=[CH:26][CH:27]=[CH:28][CH:29]=4)=[CH:19][CH:18]=3)[C:13]2=[O:30])=[CH:8][CH:7]=1. (8) Given the reactants [CH:1]([N:4]1[N:13]=[C:12]2[C:6]([C:7]([N:18]3[CH2:23][CH2:22][NH:21][C@@H:20]([CH2:24][CH2:25][C:26]4[CH:31]=[CH:30][CH:29]=[CH:28][CH:27]=4)[CH2:19]3)=[N:8][C:9]3[CH:17]=[CH:16][CH:15]=[CH:14][C:10]=3[NH:11]2)=[N:5]1)([CH3:3])[CH3:2].C=O.[C:34](O[BH-](OC(=O)C)OC(=O)C)(=[O:36])C.[Na+].[C:48](=O)(O)[O-].[Na+].[Cl:53]CCCl, predict the reaction product. The product is: [OH2:36].[ClH:53].[ClH:53].[CH:1]([N:4]1[N:13]=[C:12]2[C:6]([C:7]([N:18]3[CH2:23][CH2:22][N:21]([CH3:34])[C@@H:20]([CH2:24][CH2:25][C:26]4[CH:27]=[CH:28][CH:29]=[CH:30][CH:31]=4)[CH2:19]3)=[N:8][C:9]3[CH:17]=[CH:16][CH:15]=[CH:14][C:10]=3[NH:11]2)=[N:5]1)([CH3:3])[CH3:2].[CH:1]([N:4]1[N:13]=[C:12]2[C:6]([C:7]([N:18]3[CH2:23][CH2:22][N:21]([CH3:48])[C@@H:20]([CH2:24][CH2:25][C:26]4[CH:27]=[CH:28][CH:29]=[CH:30][CH:31]=4)[CH2:19]3)=[N:8][C:9]3[CH:17]=[CH:16][CH:15]=[CH:14][C:10]=3[NH:11]2)=[N:5]1)([CH3:3])[CH3:2].[ClH:53].[ClH:53]. (9) Given the reactants Cl[C:2]1[N:7]=[C:6]([NH:8][C:9]2[CH:14]=[CH:13][CH:12]=[CH:11][C:10]=2[S:15]([CH:18]([CH3:20])[CH3:19])(=[O:17])=[O:16])[CH:5]=[CH:4][N:3]=1.[CH3:21][P:22]([C:25]1[N:30]=[C:29]([O:31][CH3:32])[C:28]([NH2:33])=[CH:27][CH:26]=1)([CH3:24])=[O:23], predict the reaction product. The product is: [CH3:24][P:22]([C:25]1[N:30]=[C:29]([O:31][CH3:32])[C:28]([NH:33][C:2]2[N:7]=[C:6]([NH:8][C:9]3[CH:14]=[CH:13][CH:12]=[CH:11][C:10]=3[S:15]([CH:18]([CH3:20])[CH3:19])(=[O:17])=[O:16])[CH:5]=[CH:4][N:3]=2)=[CH:27][CH:26]=1)([CH3:21])=[O:23]. (10) Given the reactants Cl.[Si]([O:9][CH2:10][C:11]1[CH:12]=[C:13]2[C:18](=[N:19][C:20]=1[CH:21](OC)[O:22]C)[N:17]([C:26]([NH:28][C:29]1[CH:34]=[C:33]([NH:35][CH2:36][C:37]([OH:40])([CH3:39])[CH3:38])[C:32]([C:41]#[N:42])=[CH:31][N:30]=1)=[O:27])[CH2:16][CH2:15][CH2:14]2)(C(C)(C)C)(C)C.C([O-])(O)=O.[Na+], predict the reaction product. The product is: [C:41]([C:32]1[C:33]([NH:35][CH2:36][C:37]([OH:40])([CH3:38])[CH3:39])=[CH:34][C:29]([NH:28][C:26]([N:17]2[C:18]3[C:13](=[CH:12][C:11]([CH2:10][OH:9])=[C:20]([CH:21]=[O:22])[N:19]=3)[CH2:14][CH2:15][CH2:16]2)=[O:27])=[N:30][CH:31]=1)#[N:42].